Dataset: Forward reaction prediction with 1.9M reactions from USPTO patents (1976-2016). Task: Predict the product of the given reaction. (1) Given the reactants [C:1]([N:5]1[CH:9]=[C:8]([NH:10][C:11]([NH:13][C:14]2[CH:19]=[C:18]([C:20]3[C:31](=[O:32])[N:30]([CH3:33])[C:23]4[N:24]=[C:25](NC)[N:26]=[CH:27][C:22]=4[CH:21]=3)[C:17]([CH3:34])=[CH:16][C:15]=2[F:35])=[O:12])[CH:7]=[N:6]1)([CH3:4])([CH3:3])[CH3:2].[NH2:36][C@@H:37]([CH3:40])[CH2:38][OH:39], predict the reaction product. The product is: [C:1]([N:5]1[CH:9]=[C:8]([NH:10][C:11]([NH:13][C:14]2[CH:19]=[C:18]([C:20]3[C:31](=[O:32])[N:30]([CH3:33])[C:23]4[N:24]=[C:25]([NH:36][C@@H:37]([CH3:40])[CH2:38][OH:39])[N:26]=[CH:27][C:22]=4[CH:21]=3)[C:17]([CH3:34])=[CH:16][C:15]=2[F:35])=[O:12])[CH:7]=[N:6]1)([CH3:4])([CH3:3])[CH3:2]. (2) Given the reactants [CH:1]1([C:4]2[N:9]=[CH:8][C:7]([NH2:10])=[C:6]([CH3:11])[CH:5]=2)[CH2:3][CH2:2]1.[N:12]([O-])=O.[Na+], predict the reaction product. The product is: [CH:1]1([C:4]2[CH:5]=[C:6]3[CH:11]=[N:12][NH:10][C:7]3=[CH:8][N:9]=2)[CH2:3][CH2:2]1. (3) Given the reactants [CH2:1]([S:3](=[NH:29])([C:5]1[C:6]([C:15]2[N:27]([CH3:28])[C:18]3=[N:19][CH:20]=[C:21]([C:23]([F:26])([F:25])[F:24])[CH:22]=[C:17]3[N:16]=2)=[N:7][CH:8]=[C:9]([C:11]([F:14])([F:13])[F:12])[CH:10]=1)=[O:4])[CH3:2].[CH:30](OC)(OC)[O:31]C, predict the reaction product. The product is: [CH2:1]([S:3]([C:5]1[C:6]([C:15]2[N:27]([CH3:28])[C:18]3=[N:19][CH:20]=[C:21]([C:23]([F:26])([F:25])[F:24])[CH:22]=[C:17]3[N:16]=2)=[N:7][CH:8]=[C:9]([C:11]([F:12])([F:13])[F:14])[CH:10]=1)(=[O:4])=[N:29][CH:30]=[O:31])[CH3:2].